This data is from NCI-60 drug combinations with 297,098 pairs across 59 cell lines. The task is: Regression. Given two drug SMILES strings and cell line genomic features, predict the synergy score measuring deviation from expected non-interaction effect. (1) Drug 1: COC1=NC(=NC2=C1N=CN2C3C(C(C(O3)CO)O)O)N. Drug 2: C1=NNC2=C1C(=O)NC=N2. Cell line: SK-OV-3. Synergy scores: CSS=-5.51, Synergy_ZIP=2.26, Synergy_Bliss=1.78, Synergy_Loewe=-4.98, Synergy_HSA=-4.46. (2) Drug 2: C1=CC=C(C(=C1)C(C2=CC=C(C=C2)Cl)C(Cl)Cl)Cl. Synergy scores: CSS=29.3, Synergy_ZIP=0.514, Synergy_Bliss=5.03, Synergy_Loewe=-26.8, Synergy_HSA=2.63. Cell line: SF-295. Drug 1: C1CN1C2=NC(=NC(=N2)N3CC3)N4CC4. (3) Drug 1: C1=C(C(=O)NC(=O)N1)N(CCCl)CCCl. Drug 2: C1C(C(OC1N2C=NC3=C2NC=NCC3O)CO)O. Cell line: T-47D. Synergy scores: CSS=11.9, Synergy_ZIP=-8.03, Synergy_Bliss=-3.42, Synergy_Loewe=-14.0, Synergy_HSA=-3.29. (4) Drug 1: COC1=C(C=C2C(=C1)N=CN=C2NC3=CC(=C(C=C3)F)Cl)OCCCN4CCOCC4. Drug 2: C1C(C(OC1N2C=NC3=C(N=C(N=C32)Cl)N)CO)O. Cell line: HL-60(TB). Synergy scores: CSS=71.5, Synergy_ZIP=9.69, Synergy_Bliss=12.4, Synergy_Loewe=11.8, Synergy_HSA=12.2. (5) Drug 1: CC1=C(C=C(C=C1)NC2=NC=CC(=N2)N(C)C3=CC4=NN(C(=C4C=C3)C)C)S(=O)(=O)N.Cl. Drug 2: CC1=C(C=C(C=C1)C(=O)NC2=CC(=CC(=C2)C(F)(F)F)N3C=C(N=C3)C)NC4=NC=CC(=N4)C5=CN=CC=C5. Cell line: PC-3. Synergy scores: CSS=7.51, Synergy_ZIP=5.05, Synergy_Bliss=5.34, Synergy_Loewe=9.51, Synergy_HSA=4.97. (6) Cell line: IGROV1. Synergy scores: CSS=12.1, Synergy_ZIP=-0.664, Synergy_Bliss=2.57, Synergy_Loewe=-4.00, Synergy_HSA=0.609. Drug 2: CC1=C(C(=O)C2=C(C1=O)N3CC4C(C3(C2COC(=O)N)OC)N4)N. Drug 1: CS(=O)(=O)CCNCC1=CC=C(O1)C2=CC3=C(C=C2)N=CN=C3NC4=CC(=C(C=C4)OCC5=CC(=CC=C5)F)Cl. (7) Drug 1: CC12CCC3C(C1CCC2=O)CC(=C)C4=CC(=O)C=CC34C. Drug 2: CNC(=O)C1=NC=CC(=C1)OC2=CC=C(C=C2)NC(=O)NC3=CC(=C(C=C3)Cl)C(F)(F)F. Cell line: SW-620. Synergy scores: CSS=40.7, Synergy_ZIP=-1.20, Synergy_Bliss=-2.32, Synergy_Loewe=-10.5, Synergy_HSA=-4.94. (8) Drug 1: C1=CC(=CC=C1CC(C(=O)O)N)N(CCCl)CCCl.Cl. Drug 2: CS(=O)(=O)OCCCCOS(=O)(=O)C. Cell line: SN12C. Synergy scores: CSS=9.27, Synergy_ZIP=-4.03, Synergy_Bliss=0.150, Synergy_Loewe=-8.36, Synergy_HSA=-0.0107.